Task: Predict the product of the given reaction.. Dataset: Forward reaction prediction with 1.9M reactions from USPTO patents (1976-2016) (1) Given the reactants Cl[C:2]1[CH:7]=[N:6][CH:5]=[CH:4][N:3]=1.[CH2:8]1[O:19][C:18]2[CH:17]=[CH:16][C:12]([CH2:13][Mg]Cl)=[CH:11][C:10]=2[O:9]1.Cl, predict the reaction product. The product is: [CH2:8]1[O:19][C:18]2[CH:17]=[CH:16][C:12]([CH2:13][C:2]3[CH:7]=[N:6][CH:5]=[CH:4][N:3]=3)=[CH:11][C:10]=2[O:9]1. (2) Given the reactants C([O:8][C:9]1[CH:14]=[CH:13][C:12]([CH2:15][C:16]([NH:18][C:19]2[CH:24]=[C:23]([O:25][CH3:26])[CH:22]=[CH:21][C:20]=2[CH:27]2[CH2:36][CH2:35][C:34]3[C:29](=[CH:30][CH:31]=[C:32]([O:37][CH3:38])[CH:33]=3)[CH2:28]2)=O)=[CH:11][CH:10]=1)C1C=CC=CC=1.C(OC1C=CC(CCNC2C=C(OC)C=CC=2C2CCC3C(=CC=C(OC)C=3)C2)=CC=1)C1C=CC=CC=1, predict the reaction product. The product is: [CH3:26][O:25][C:23]1[CH:22]=[CH:21][C:20]([CH:27]2[CH2:36][CH2:35][C:34]3[C:29](=[CH:30][CH:31]=[C:32]([O:37][CH3:38])[CH:33]=3)[CH2:28]2)=[C:19]([NH:18][CH2:16][CH2:15][C:12]2[CH:11]=[CH:10][C:9]([OH:8])=[CH:14][CH:13]=2)[CH:24]=1. (3) Given the reactants C[O:2][C:3]1[CH:4]=[C:5]2[C:10](=[CH:11][C:12]=1[C:13]1[CH:18]=[CH:17][CH:16]=[CH:15][N:14]=1)[CH:9]=[N:8][CH:7]=[CH:6]2.C[S-].[Na+], predict the reaction product. The product is: [N:14]1[CH:15]=[CH:16][CH:17]=[CH:18][C:13]=1[C:12]1[CH:11]=[C:10]2[C:5]([CH:6]=[CH:7][N:8]=[CH:9]2)=[CH:4][C:3]=1[OH:2]. (4) Given the reactants [Br:1][C:2]1[C:3]([S:9]([NH:12][C:13]2[CH:21]=[CH:20][C:16]([C:17]([OH:19])=[O:18])=[C:15]([OH:22])[CH:14]=2)(=[O:11])=[O:10])=[C:4]([Cl:8])[S:5][C:6]=1[Cl:7].O[CH:24]1[CH2:28][CH2:27][O:26][CH2:25]1, predict the reaction product. The product is: [Br:1][C:2]1[C:3]([S:9]([NH:12][C:13]2[CH:21]=[CH:20][C:16]([C:17]([O:19][CH:24]3[CH2:28][CH2:27][O:26][CH2:25]3)=[O:18])=[C:15]([OH:22])[CH:14]=2)(=[O:10])=[O:11])=[C:4]([Cl:8])[S:5][C:6]=1[Cl:7]. (5) Given the reactants [Cl:1][C:2]1[C:11]2[N:10]=[C:9]([CH3:12])[C:8]([O:13][C:14]3[CH:19]=[CH:18][C:17]([Cl:20])=[CH:16][CH:15]=3)=[C:7]([CH3:21])[C:6]=2[C:5]([OH:22])=[CH:4][CH:3]=1.CN(C)C=O.C(=O)([O-])[O-].[K+].[K+].[CH3:34][O:35][C:36](=[O:39])[CH2:37]Br, predict the reaction product. The product is: [CH3:34][O:35][C:36](=[O:39])[CH2:37][O:22][C:5]1[CH:4]=[CH:3][C:2]([Cl:1])=[C:11]2[C:6]=1[C:7]([CH3:21])=[C:8]([O:13][C:14]1[CH:19]=[CH:18][C:17]([Cl:20])=[CH:16][CH:15]=1)[C:9]([CH3:12])=[N:10]2.